Dataset: Forward reaction prediction with 1.9M reactions from USPTO patents (1976-2016). Task: Predict the product of the given reaction. (1) The product is: [ClH:2].[F:17][C:18]([F:27])([F:26])[C:3]1[CH:15]=[CH:14][C:6]([O:7][CH:8]2[CH2:13][CH2:12][NH:11][CH2:10][CH2:9]2)=[CH:5][CH:4]=1. Given the reactants Cl.[Cl:2][C:3]1[CH:15]=[CH:14][C:6]([O:7][CH:8]2[CH2:13][CH2:12][NH:11][CH2:10][CH2:9]2)=[CH:5][C:4]=1F.[F:17][C:18]([F:27])([F:26])C1C=CC(O)=CC=1, predict the reaction product. (2) Given the reactants [F:1][C:2]1[CH:3]=[C:4](B2OC(C)(C)C(C)(C)O2)[CH:5]=[C:6]2[C:11]=1[C:10](=[O:12])[N:9]([C:13]([O:15][C:16]([CH3:19])([CH3:18])[CH3:17])=[O:14])[CH2:8][CH2:7]2.B(O[O-])=[O:30].[Na+], predict the reaction product. The product is: [F:1][C:2]1[CH:3]=[C:4]([OH:30])[CH:5]=[C:6]2[C:11]=1[C:10](=[O:12])[N:9]([C:13]([O:15][C:16]([CH3:19])([CH3:18])[CH3:17])=[O:14])[CH2:8][CH2:7]2. (3) Given the reactants Br[C:2]1[CH:7]=[CH:6][N:5]=[C:4]([C:8]([OH:10])=[O:9])[CH:3]=1.COCCOC.C(=O)([O-])[O-].[Na+].[Na+].[CH3:23][O:24][C:25]1[CH:26]=[C:27]2[C:32](=[CH:33][CH:34]=1)[CH:31]=[C:30](B(O)O)[CH:29]=[CH:28]2, predict the reaction product. The product is: [CH3:23][O:24][C:25]1[CH:26]=[C:27]2[C:32](=[CH:33][CH:34]=1)[CH:31]=[C:30]([C:2]1[CH:7]=[CH:6][N:5]=[C:4]([C:8]([OH:10])=[O:9])[CH:3]=1)[CH:29]=[CH:28]2.